From a dataset of NCI-60 drug combinations with 297,098 pairs across 59 cell lines. Regression. Given two drug SMILES strings and cell line genomic features, predict the synergy score measuring deviation from expected non-interaction effect. (1) Drug 1: CCCS(=O)(=O)NC1=C(C(=C(C=C1)F)C(=O)C2=CNC3=C2C=C(C=N3)C4=CC=C(C=C4)Cl)F. Drug 2: C1=C(C(=O)NC(=O)N1)N(CCCl)CCCl. Cell line: SNB-19. Synergy scores: CSS=16.4, Synergy_ZIP=0.767, Synergy_Bliss=5.40, Synergy_Loewe=-1.17, Synergy_HSA=2.98. (2) Drug 1: CNC(=O)C1=NC=CC(=C1)OC2=CC=C(C=C2)NC(=O)NC3=CC(=C(C=C3)Cl)C(F)(F)F. Drug 2: CC1C(C(CC(O1)OC2CC(CC3=C2C(=C4C(=C3O)C(=O)C5=CC=CC=C5C4=O)O)(C(=O)C)O)N)O. Cell line: K-562. Synergy scores: CSS=58.5, Synergy_ZIP=-0.923, Synergy_Bliss=-1.76, Synergy_Loewe=-12.0, Synergy_HSA=-0.493. (3) Drug 1: C1CCN(CC1)CCOC2=CC=C(C=C2)C(=O)C3=C(SC4=C3C=CC(=C4)O)C5=CC=C(C=C5)O. Drug 2: CC1=C(C(=O)C2=C(C1=O)N3CC4C(C3(C2COC(=O)N)OC)N4)N. Cell line: NCI-H460. Synergy scores: CSS=43.3, Synergy_ZIP=0.214, Synergy_Bliss=-0.685, Synergy_Loewe=-23.0, Synergy_HSA=-1.90. (4) Drug 1: C1=NC2=C(N1)C(=S)N=C(N2)N. Drug 2: CCCS(=O)(=O)NC1=C(C(=C(C=C1)F)C(=O)C2=CNC3=C2C=C(C=N3)C4=CC=C(C=C4)Cl)F. Cell line: OVCAR-5. Synergy scores: CSS=24.7, Synergy_ZIP=-4.59, Synergy_Bliss=-6.45, Synergy_Loewe=-24.8, Synergy_HSA=-10.2. (5) Drug 1: CN1CCC(CC1)COC2=C(C=C3C(=C2)N=CN=C3NC4=C(C=C(C=C4)Br)F)OC. Drug 2: CC1C(C(CC(O1)OC2CC(CC3=C2C(=C4C(=C3O)C(=O)C5=C(C4=O)C(=CC=C5)OC)O)(C(=O)CO)O)N)O.Cl. Cell line: K-562. Synergy scores: CSS=48.2, Synergy_ZIP=-7.91, Synergy_Bliss=-8.97, Synergy_Loewe=-9.03, Synergy_HSA=-6.91. (6) Drug 1: C1=NC2=C(N=C(N=C2N1C3C(C(C(O3)CO)O)O)F)N. Drug 2: CC1=C(C(=O)C2=C(C1=O)N3CC4C(C3(C2COC(=O)N)OC)N4)N. Cell line: A549. Synergy scores: CSS=36.9, Synergy_ZIP=2.21, Synergy_Bliss=0.688, Synergy_Loewe=-32.4, Synergy_HSA=-1.42. (7) Drug 1: CNC(=O)C1=NC=CC(=C1)OC2=CC=C(C=C2)NC(=O)NC3=CC(=C(C=C3)Cl)C(F)(F)F. Drug 2: C1CC(=O)NC(=O)C1N2C(=O)C3=CC=CC=C3C2=O. Cell line: HCC-2998. Synergy scores: CSS=-4.93, Synergy_ZIP=-0.258, Synergy_Bliss=-10.1, Synergy_Loewe=-1.07, Synergy_HSA=-13.3. (8) Drug 1: CCCS(=O)(=O)NC1=C(C(=C(C=C1)F)C(=O)C2=CNC3=C2C=C(C=N3)C4=CC=C(C=C4)Cl)F. Drug 2: C1=CC(=C2C(=C1NCCNCCO)C(=O)C3=C(C=CC(=C3C2=O)O)O)NCCNCCO. Cell line: MALME-3M. Synergy scores: CSS=65.6, Synergy_ZIP=6.94, Synergy_Bliss=5.87, Synergy_Loewe=5.26, Synergy_HSA=10.1. (9) Drug 1: COC1=C(C=C2C(=C1)N=CN=C2NC3=CC(=C(C=C3)F)Cl)OCCCN4CCOCC4. Drug 2: C1CNP(=O)(OC1)N(CCCl)CCCl. Cell line: 786-0. Synergy scores: CSS=17.0, Synergy_ZIP=-2.89, Synergy_Bliss=0.299, Synergy_Loewe=-22.0, Synergy_HSA=-1.58. (10) Drug 1: CCC1(CC2CC(C3=C(CCN(C2)C1)C4=CC=CC=C4N3)(C5=C(C=C6C(=C5)C78CCN9C7C(C=CC9)(C(C(C8N6C=O)(C(=O)OC)O)OC(=O)C)CC)OC)C(=O)OC)O.OS(=O)(=O)O. Drug 2: C1=NC2=C(N1)C(=S)N=CN2. Cell line: NCI-H322M. Synergy scores: CSS=50.3, Synergy_ZIP=-2.33, Synergy_Bliss=-1.24, Synergy_Loewe=1.09, Synergy_HSA=2.36.